Dataset: Experimentally validated miRNA-target interactions with 360,000+ pairs, plus equal number of negative samples. Task: Binary Classification. Given a miRNA mature sequence and a target amino acid sequence, predict their likelihood of interaction. (1) The miRNA is hsa-miR-4270 with sequence UCAGGGAGUCAGGGGAGGGC. The protein sequence of the target gene is MRRSRSSAAAKLRGQKRSGASGASAAPAASAAAALAPSATRTRRSASQAGSKSQAVEKPPSEKPRLRRSSPRAQEEGPGEPPPPELALLPPPPPPPPTPATPTSSASNLDLGEQRERWETFQKRQKLTSEGAAKLLLDTFEYQGLVKHTGGCHCGAVRFEVWASADLHIFDCNCSICKKKQNRHFIVPASRFKLLKGAEHITTYTFNTHKAQHTFCKRCGVQSFYTPRSNPGGFGIAPHCLDEGTVRSMVTEEFNGSDWEKAMKEHKTIKNMSKE. Result: 0 (no interaction). (2) The miRNA is mmu-miR-465c-3p with sequence GAUCAGGGCCUUUCUAAGUAGA. The protein sequence of the target gene is MDSPSQHGSHTSLVVIQPPAVEGRQRLDYDRDTQPATILSLDQIKAIRGSNEYTEGPSVARRPAPRTAPRPEKQERTHEIIPANVNSSYEHRPASHPGNARGSVLSRSTSTGSAASSGSSSSVSSEQGLLGRSPPTRPIPGHRSDRVIRTQPKQLLVEDLKASLKEDPTQHKFICEQCGKCKCGECTAPRALPSCLACDRQCLCSAESMVEYGTCMCLVKGIFYHCSNDDDGGSYSDNPCSCSQSHCCSRYLCMGALSLCLPCLLCYPPAKGCLKLCRGCYDWTHRPGCRCRNSNTVYCK.... Result: 0 (no interaction). (3) The miRNA is hsa-let-7f-1-3p with sequence CUAUACAAUCUAUUGCCUUCCC. The protein sequence of the target gene is MSESLVVCDVAEDLVEKLRKFRFRKETHNAAIIMKIDKDERLVVLDEELEGVSPDELKDELPERQPRFIVYSYKYQHDDGRVSYPLCFIFSSPVGCKPEQQMMYAGSKNKLVQTAELTKVFEIRNTEDLTEEWLREKLGFFH. Result: 0 (no interaction). (4) The miRNA is hsa-miR-4638-5p with sequence ACUCGGCUGCGGUGGACAAGU. The protein sequence of the target gene is MEADITNLRNKLKECEDERLKAAHYGLQLLERQTELQSQLDKCHEEMMITAEKYNQEKHALQREVELKSRMLDSLSCECEALKQQQKAQLEQLEVQLHRSHRQEVSDLKNKLENLKVELDEARLGEKQLKQKLDLQGELLAHKSEELRLLSEQRVLSSMSSELLALETELTAAEGVKNALKEEVNELQYKQEQLECLNTSLLHQVDRLKEEKEEREREAVSYYNALEKARVENQDLQVQLGHALQQAADPNSKGNSLFAEVEDRRVAMERQLNLMKDKYQSLKKQNAFTRDQMNKMKLQI.... Result: 0 (no interaction). (5) The miRNA is hsa-miR-186-5p with sequence CAAAGAAUUCUCCUUUUGGGCU. The protein sequence of the target gene is MKQLQPQPPPKMGDFYDPEHPTPEEEENEAKIENVQKTGFIKGPMFKGVASSRFLPKGTKTKVNLEEQGRQKVSFSFSLTKKTLQNRFLTALGNEKQSDTPNPPAVPLQVDSTPKMKMEIGDTLSTAEESSPPKSRVELGKIHFKKHLLHVTSRPLLATTTAVASPPTHAAPLPAVIAESTTVDSPPSSPPPPPPPAQATTLSSPAPVTEPVALPHTPITVLMAAPVPLPVDVAVRSLKEPPIIIVPESLEADTKQDTISNSLEEHVTQILNEQADISSKKEDSHIGKDEEIPDSSKISL.... Result: 1 (interaction).